Dataset: Full USPTO retrosynthesis dataset with 1.9M reactions from patents (1976-2016). Task: Predict the reactants needed to synthesize the given product. (1) Given the product [Cl:1][C:2]1[CH:3]=[CH:4][C:5]([C@@:8]2([CH3:35])[C@@H:12]([C:13]3[CH:14]=[CH:15][C:16]([Cl:19])=[CH:17][CH:18]=3)[N:11]([C:20]([N:41]3[CH2:42][CH2:43][N:38]([CH2:44][C:45]([NH2:47])=[O:46])[CH2:39][CH2:40]3)=[O:21])[C:10]([C:23]3[CH:28]=[CH:27][C:26]([O:29][CH3:30])=[CH:25][C:24]=3[O:31][CH:32]([CH3:33])[CH3:34])=[N:9]2)=[CH:6][CH:7]=1, predict the reactants needed to synthesize it. The reactants are: [Cl:1][C:2]1[CH:7]=[CH:6][C:5]([C:8]2([CH3:35])[CH:12]([C:13]3[CH:18]=[CH:17][C:16]([Cl:19])=[CH:15][CH:14]=3)[N:11]([C:20](Cl)=[O:21])[C:10]([C:23]3[CH:28]=[CH:27][C:26]([O:29][CH3:30])=[CH:25][C:24]=3[O:31][CH:32]([CH3:34])[CH3:33])=[N:9]2)=[CH:4][CH:3]=1.Cl.Cl.[N:38]1([CH2:44][C:45]([NH2:47])=[O:46])[CH2:43][CH2:42][NH:41][CH2:40][CH2:39]1. (2) Given the product [C:9]([O:29][C:27]([N:21]1[C:22]2[C:17](=[CH:16][C:15]([C:11]3[CH:12]=[N:13][CH:14]=[C:9]([CH2:8][O:7][CH:4]4[CH2:5][CH2:6][O:1][CH2:2][CH2:3]4)[CH:10]=3)=[CH:24][N:23]=2)[CH2:18][CH2:19][CH2:20]1)=[O:28])([CH3:10])([CH3:14])[CH3:8], predict the reactants needed to synthesize it. The reactants are: [O:1]1[CH2:6][CH2:5][CH:4]([O:7][CH2:8][C:9]2[CH:10]=[C:11]([C:15]3[CH:16]=[C:17]4[C:22](=[N:23][CH:24]=3)[NH:21][CH2:20][CH2:19][CH2:18]4)[CH:12]=[N:13][CH:14]=2)[CH2:3][CH2:2]1.FC(F)(F)[C:27]([OH:29])=[O:28]. (3) Given the product [Br:22][C:23]1[CH:24]=[C:25]2[C:29](=[CH:30][CH:31]=1)[CH2:28][C@H:27]([CH2:32][NH:1][C@@H:2]1[CH2:3][CH2:4][C@H:5]([N:8]3[C:12]4[CH:13]=[CH:14][C:15]([Cl:17])=[CH:16][C:11]=4[N:10]=[C:9]3[C:18]([OH:21])([CH3:19])[CH3:20])[CH2:6][CH2:7]1)[CH2:26]2, predict the reactants needed to synthesize it. The reactants are: [NH2:1][C@@H:2]1[CH2:7][CH2:6][C@H:5]([N:8]2[C:12]3[CH:13]=[CH:14][C:15]([Cl:17])=[CH:16][C:11]=3[N:10]=[C:9]2[C:18]([OH:21])([CH3:20])[CH3:19])[CH2:4][CH2:3]1.[Br:22][C:23]1[CH:24]=[C:25]2[C:29](=[CH:30][CH:31]=1)[CH2:28][C@H:27]([CH:32]=O)[CH2:26]2. (4) Given the product [Cl:25][C:26]1[CH:27]=[C:28]([C:41]2[CH:46]=[N:45][CH:44]=[C:21]([CH3:20])[N:42]=2)[CH:29]=[CH:30][C:31]=1[C:2]1[C:13](=[O:14])[N:12]([CH:15]2[CH2:19][CH2:18][CH2:17][CH2:16]2)[C:5]2[N:6]=[C:7]([S:10][CH3:11])[N:8]=[CH:9][C:4]=2[CH:3]=1, predict the reactants needed to synthesize it. The reactants are: Br[C:2]1[C:13](=[O:14])[N:12]([CH:15]2[CH2:19][CH2:18][CH2:17][CH2:16]2)[C:5]2[N:6]=[C:7]([S:10][CH3:11])[N:8]=[CH:9][C:4]=2[CH:3]=1.[CH3:20][C:21]([O-])=O.[K+].[Cl:25][C:26]1[CH:27]=[C:28]([C:41]2[C:46](C)=[N:45][CH:44]=C[N:42]=2)[CH:29]=[CH:30][C:31]=1B1OC(C)(C)C(C)(C)O1. (5) The reactants are: [C:1]([N:8]([CH3:14])[C@H:9]([C:11]([OH:13])=O)[CH3:10])([O:3][C:4]([CH3:7])([CH3:6])[CH3:5])=[O:2].Cl.C(N=C=NCCCN(C)C)C.O.ON1C2C=CC=CC=2N=N1.C(N(CC)C(C)C)(C)C.[C:47]([C:49]1[CH:50]=[C:51]([CH:53]=[CH:54][CH:55]=1)[NH2:52])#[CH:48].C(=O)([O-])O.[Na+]. Given the product [C:47]([C:49]1[CH:50]=[C:51]([NH:52][C:11](=[O:13])[C@@H:9]([N:8]([CH3:14])[C:1](=[O:2])[O:3][C:4]([CH3:5])([CH3:6])[CH3:7])[CH3:10])[CH:53]=[CH:54][CH:55]=1)#[CH:48], predict the reactants needed to synthesize it. (6) Given the product [Si:24]([O:18][CH2:17][C:15]1[CH:14]=[CH:13][C:5]2[N:6]([CH:7]3[CH2:8][CH2:9][CH2:10][CH2:11][CH2:12]3)[C:2]([NH2:1])=[N:3][C:4]=2[CH:16]=1)([C:27]([CH3:30])([CH3:29])[CH3:28])([CH3:26])[CH3:25], predict the reactants needed to synthesize it. The reactants are: [NH2:1][C:2]1[N:6]([CH:7]2[CH2:12][CH2:11][CH2:10][CH2:9][CH2:8]2)[C:5]2[CH:13]=[CH:14][C:15]([CH2:17][OH:18])=[CH:16][C:4]=2[N:3]=1.N1C=CN=C1.[Si:24](Cl)([C:27]([CH3:30])([CH3:29])[CH3:28])([CH3:26])[CH3:25].